Task: Predict the reactants needed to synthesize the given product.. Dataset: Full USPTO retrosynthesis dataset with 1.9M reactions from patents (1976-2016) (1) Given the product [NH2:1][C:2]1[CH:3]=[C:4]([O:11][CH3:13])[C:5]([C:9]#[N:10])=[C:6]([CH3:8])[N:7]=1, predict the reactants needed to synthesize it. The reactants are: [NH2:1][C:2]1[N:7]=[C:6]([CH3:8])[C:5]([C:9]#[N:10])=[C:4]([O-:11])[CH:3]=1.[Na+].[C:13]([O-])([O-])=O.[K+].[K+].CI.C([O-])(O)=O.[Na+]. (2) Given the product [CH3:1][C:2]1([CH3:20])[C:11]2[C:6](=[CH:7][C:8]([CH:12]([CH2:15][CH2:16][CH2:17][CH2:18][CH3:19])[C:13]([OH:22])=[O:14])=[CH:9][CH:10]=2)[O:5][CH2:4][CH2:3]1, predict the reactants needed to synthesize it. The reactants are: [CH3:1][C:2]1([CH3:20])[C:11]2[C:6](=[CH:7][C:8]([CH:12]([CH2:15][CH2:16][CH2:17][CH2:18][CH3:19])[CH2:13][OH:14])=[CH:9][CH:10]=2)[O:5][CH2:4][CH2:3]1.Cl.[OH2:22].